This data is from Forward reaction prediction with 1.9M reactions from USPTO patents (1976-2016). The task is: Predict the product of the given reaction. (1) Given the reactants Cl[C:2]1[CH:7]=[CH:6][N:5]=[C:4]([C:8]2[CH:13]=[CH:12][C:11]([C:14]([F:17])([F:16])[F:15])=[CH:10][CH:9]=2)[CH:3]=1.[OH:18][C:19]1[CH:28]=[C:27]2[C:22]([CH:23]=[CH:24][CH:25]=[N:26]2)=[CH:21][CH:20]=1.CC(C)([O-])C.[K+], predict the reaction product. The product is: [F:15][C:14]([F:17])([F:16])[C:11]1[CH:12]=[CH:13][C:8]([C:4]2[CH:3]=[C:2]([O:18][C:19]3[CH:28]=[C:27]4[C:22]([CH:23]=[CH:24][CH:25]=[N:26]4)=[CH:21][CH:20]=3)[CH:7]=[CH:6][N:5]=2)=[CH:9][CH:10]=1. (2) Given the reactants [Cl:1][C:2]1[CH:7]=[C:6]([N:8](CC=C)CC=C)[CH:5]=[CH:4][C:3]=1[CH:15]([CH3:29])[C:16]([C:22]1[CH:27]=[CH:26][N:25]=[C:24]([Cl:28])[CH:23]=1)([OH:21])[C:17]([F:20])([F:19])[F:18].[OH-].[Na+], predict the reaction product. The product is: [NH2:8][C:6]1[CH:5]=[CH:4][C:3]([CH:15]([CH3:29])[C:16]([C:22]2[CH:27]=[CH:26][N:25]=[C:24]([Cl:28])[CH:23]=2)([OH:21])[C:17]([F:18])([F:19])[F:20])=[C:2]([Cl:1])[CH:7]=1.